This data is from Catalyst prediction with 721,799 reactions and 888 catalyst types from USPTO. The task is: Predict which catalyst facilitates the given reaction. (1) Reactant: [C:1]([C:3]1[CH:32]=[CH:31][C:6]([C:7]([NH:9][C:10]2[CH:15]=[C:14]([NH:16][C:17](=[O:29])[C:18]3[CH:23]=[CH:22][CH:21]=[C:20]([C:24]([C:27]#[N:28])([CH3:26])[CH3:25])[CH:19]=3)[CH:13]=[CH:12][C:11]=2[CH3:30])=[O:8])=[CH:5][N:4]=1)#[N:2].[H-].[H-].[H-].[H-].[Li+].[Al+3].C(O)(=O)C(C(C(O)=O)O)O. Product: [NH2:2][CH2:1][C:3]1[CH:32]=[CH:31][C:6]([C:7]([NH:9][C:10]2[CH:15]=[C:14]([NH:16][C:17](=[O:29])[C:18]3[CH:23]=[CH:22][CH:21]=[C:20]([C:24]([C:27]#[N:28])([CH3:25])[CH3:26])[CH:19]=3)[CH:13]=[CH:12][C:11]=2[CH3:30])=[O:8])=[CH:5][N:4]=1. The catalyst class is: 1. (2) Reactant: [H-].[Na+].[CH:3]1[C:8]2[C:9]3[NH:10][C:11]4[C:16]([C:17]=3[CH2:18][CH2:19][S:20][C:7]=2[CH:6]=[CH:5][CH:4]=1)=[CH:15][CH:14]=[CH:13][CH:12]=4.Br[CH2:22][CH2:23][CH2:24][Cl:25].O. Product: [Cl:25][CH2:24][CH2:23][CH2:22][N:10]1[C:11]2[C:16](=[CH:15][CH:14]=[CH:13][CH:12]=2)[C:17]2[CH2:18][CH2:19][S:20][C:7]3[CH:6]=[CH:5][CH:4]=[CH:3][C:8]=3[C:9]1=2. The catalyst class is: 3. (3) Reactant: [CH2:1]([N:3]([CH2:11][C:12]1[CH:13]=[N:14][CH:15]=[C:16]([C:19]2[CH:20]=[C:21]3[C:25](=[CH:26][CH:27]=2)[N:24](C2CCCCO2)[N:23]=[C:22]3[C:34]2[N:35](COCC[Si](C)(C)C)[CH:36]=[C:37]([CH3:39])[N:38]=2)[C:17]=1[CH3:18])C(=O)OC(C)(C)C)[CH3:2]. Product: [CH3:18][C:17]1[C:16]([C:19]2[CH:20]=[C:21]3[C:25](=[CH:26][CH:27]=2)[NH:24][N:23]=[C:22]3[C:34]2[NH:35][CH:36]=[C:37]([CH3:39])[N:38]=2)=[CH:15][N:14]=[CH:13][C:12]=1[CH2:11][NH:3][CH2:1][CH3:2]. The catalyst class is: 393. (4) Reactant: [Br:1][C:2]1[CH:7]=[CH:6][C:5]([NH:8][NH2:9])=[CH:4][CH:3]=1.CC([O-])=O.[K+].[CH3:15][C:16](=O)[CH2:17][C:18](=O)[CH3:19]. Product: [Br:1][C:2]1[CH:7]=[CH:6][C:5]([N:8]2[C:18]([CH3:19])=[CH:17][C:16]([CH3:15])=[N:9]2)=[CH:4][CH:3]=1. The catalyst class is: 14. (5) Reactant: [CH3:1][C:2]1([CH3:15])[CH:7]=[CH:6][C:5]2[CH:8]=[C:9]([N+:12]([O-])=O)[CH:10]=[CH:11][C:4]=2[O:3]1.Cl.[OH-].[Na+]. Product: [NH2:12][C:9]1[CH:10]=[CH:11][C:4]2[O:3][C:2]([CH3:1])([CH3:15])[CH:7]=[CH:6][C:5]=2[CH:8]=1. The catalyst class is: 97.